This data is from Reaction yield outcomes from USPTO patents with 853,638 reactions. The task is: Predict the reaction yield, written as a fraction of the theoretical maximum amount of product (1.0 means a 100% yield; for example, 0.34 means a 34% yield). (1) The reactants are [NH2:1][CH2:2][CH2:3][CH2:4][CH2:5][CH2:6][C:7]([N:9]1[CH2:13][CH:12]([OH:14])[CH:11]([CH:15]([C:34]2[CH:39]=[CH:38][CH:37]=[CH:36][CH:35]=2)[O:16][CH:17]([C:26]2[CH:31]=[CH:30][C:29]([O:32][CH3:33])=[CH:28][CH:27]=2)[C:18]2[CH:23]=[CH:22][C:21]([O:24][CH3:25])=[CH:20][CH:19]=2)[CH2:10]1)=[O:8].C(N(CC)CC)C.[CH3:47][C@@H:48]([C@@H:55]1[C@@:59]2([CH3:77])[CH2:60][CH2:61][CH:62]3[C@@:67]4([CH3:76])[CH2:68][CH2:69][CH:70]([O:72][C:73](Cl)=[O:74])[CH2:71][C:66]4=[CH:65][CH2:64][CH:63]3[CH:58]2[CH2:57][CH2:56]1)[CH2:49][CH2:50][CH2:51][CH:52]([CH3:54])[CH3:53].CO.C(Cl)(Cl)Cl. The catalyst is ClCCl.CO.C(Cl)Cl. The product is [CH3:47][CH:48]([CH:55]1[C:59]2([CH3:77])[CH:58]([CH:63]3[CH:62]([CH2:61][CH2:60]2)[C:67]2([CH3:76])[C:66]([CH2:71][CH:70]([O:72][C:73](=[O:74])[NH:1][CH2:2][CH2:3][CH2:4][CH2:5][CH2:6][C:7]([N:9]4[CH2:13][CH:12]([OH:14])[CH:11]([CH:15]([C:34]5[CH:39]=[CH:38][CH:37]=[CH:36][CH:35]=5)[O:16][CH:17]([C:26]5[CH:31]=[CH:30][C:29]([O:32][CH3:33])=[CH:28][CH:27]=5)[C:18]5[CH:23]=[CH:22][C:21]([O:24][CH3:25])=[CH:20][CH:19]=5)[CH2:10]4)=[O:8])[CH2:69][CH2:68]2)=[CH:65][CH2:64]3)[CH2:57][CH2:56]1)[CH2:49][CH2:50][CH2:51][CH:52]([CH3:53])[CH3:54]. The yield is 0.880. (2) The reactants are [CH2:1]1[C:9]2[C:4](=[CH:5][CH:6]=[CH:7][CH:8]=2)[CH2:3][CH:2]1[OH:10].C(N(C(C)C)CC)(C)C.[CH3:20][S:21](Cl)(=[O:23])=[O:22].CN(C1C=CC=CN=1)C. The catalyst is ClCCl. The product is [CH2:1]1[C:9]2[C:4](=[CH:5][CH:6]=[CH:7][CH:8]=2)[CH2:3][CH:2]1[O:10][S:21]([CH3:20])(=[O:23])=[O:22]. The yield is 0.780. (3) The reactants are [Br:1][C:2]1[CH:3]=[C:4]([NH:9][C:10]2[C:11]3[CH:19]=[C:18]([NH:20]CC4C=CC(OC)=CC=4)[N:17]=[CH:16][C:12]=3[N:13]=[CH:14][N:15]=2)[CH:5]=[CH:6][C:7]=1[Cl:8].FC(F)(F)C(O)=O.C1(OC)C=CC=CC=1. The catalyst is C(Cl)Cl. The product is [Br:1][C:2]1[CH:3]=[C:4]([NH:9][C:10]2[C:11]3[CH:19]=[C:18]([NH2:20])[N:17]=[CH:16][C:12]=3[N:13]=[CH:14][N:15]=2)[CH:5]=[CH:6][C:7]=1[Cl:8]. The yield is 1.00. (4) The reactants are [CH3:1][O:2][C:3]1[CH:4]=[C:5]([N:12]2[CH2:17][CH2:16][C:15](=O)[CH2:14][CH2:13]2)[CH:6]=[CH:7][C:8]=1[N+:9]([O-:11])=[O:10].[NH:19]1[CH2:24][CH2:23][CH2:22][CH:21]([OH:25])[CH2:20]1.C(O)(=O)C.C(N(CC)CC)C.C(O[BH-](OC(=O)C)OC(=O)C)(=O)C.C(=O)(O)[O-].[Na+]. The catalyst is ClCCl. The product is [CH3:1][O:2][C:3]1[CH:4]=[C:5]([N:12]2[CH2:17][CH2:16][CH:15]([N:19]3[CH2:24][CH2:23][CH2:22][CH:21]([OH:25])[CH2:20]3)[CH2:14][CH2:13]2)[CH:6]=[CH:7][C:8]=1[N+:9]([O-:11])=[O:10]. The yield is 0.750. (5) The product is [C:46]([C:50]1[CH:69]=[CH:68][C:53]([CH2:54][N:55]([CH2:56][CH2:57][C:58]2[CH:63]=[CH:62][CH:61]=[C:60]([O:64][CH:65]([F:67])[F:66])[CH:59]=2)[C:12]([C:9]2[C:10]([F:11])=[C:2]([Cl:1])[CH:3]=[C:4]3[C:8]=2[NH:7][CH:6]=[CH:5]3)=[O:14])=[CH:52][CH:51]=1)([CH3:49])([CH3:47])[CH3:48]. The reactants are [Cl:1][C:2]1[CH:3]=[C:4]2[C:8](=[C:9]([C:12]([OH:14])=O)[C:10]=1[F:11])[NH:7][CH:6]=[CH:5]2.CN(C(ON1N=NC2C=CC=CC1=2)=[N+](C)C)C.[B-](F)(F)(F)F.C(N(CC)C(C)C)(C)C.[C:46]([C:50]1[CH:69]=[CH:68][C:53]([CH2:54][NH:55][CH2:56][CH2:57][C:58]2[CH:63]=[CH:62][CH:61]=[C:60]([O:64][CH:65]([F:67])[F:66])[CH:59]=2)=[CH:52][CH:51]=1)([CH3:49])([CH3:48])[CH3:47]. The yield is 0.270. The catalyst is CN(C=O)C.O. (6) The reactants are [O:1]1[CH:5]=[CH:4][CH:3]=[CH:2]1.[C:18]([O:17]B([O:17][C:18](=[O:21])[CH2:19][CH3:20])[O:17][C:18](=[O:21])[CH2:19][CH3:20])(=[O:21])[CH2:19][CH3:20].C(O)(=O)C=C. No catalyst specified. The product is [CH:2]12[O:1][CH:5]([CH:4]=[CH:3]1)[CH2:20][CH:19]2[C:18]([OH:17])=[O:21]. The yield is 0.390.